This data is from Catalyst prediction with 721,799 reactions and 888 catalyst types from USPTO. The task is: Predict which catalyst facilitates the given reaction. (1) Reactant: [CH:1]1([C@H:7]2[CH2:12][C@@H:11]([CH2:13][OH:14])[CH2:10][N:9]([C:15]([O-:17])=[O:16])[CH2:8]2)[CH2:6][CH2:5][CH2:4][CH2:3][CH2:2]1.[CH3:18][S:19](Cl)(=[O:21])=[O:20]. Product: [CH:1]1([C@H:7]2[CH2:12][C@@H:11]([CH2:13][O:14][S:19]([CH3:18])(=[O:21])=[O:20])[CH2:10][N:9]([C:15]([O:17][C:1]([CH3:7])([CH3:6])[CH3:2])=[O:16])[CH2:8]2)[CH2:2][CH2:3][CH2:4][CH2:5][CH2:6]1. The catalyst class is: 1. (2) Reactant: [CH2:1]([O:3][P:4]([C:9]1[CH:18]=[CH:17][C:16]2[C:11](=[C:12]([C:33]3[C:42]4[C:37](=[CH:38][CH:39]=[CH:40][CH:41]=4)[CH:36]=[CH:35][CH:34]=3)[CH:13]=[C:14]([C:19]3[CH:24]=[CH:23][CH:22]=[C:21]([O:25]CC4C=CC=CC=4)[CH:20]=3)[CH:15]=2)[N:10]=1)(=[O:8])[O:5][CH2:6][CH3:7])[CH3:2]. Product: [CH2:1]([O:3][P:4]([C:9]1[CH:18]=[CH:17][C:16]2[C:11](=[C:12]([C:33]3[C:42]4[C:37](=[CH:38][CH:39]=[CH:40][CH:41]=4)[CH:36]=[CH:35][CH:34]=3)[CH:13]=[C:14]([C:19]3[CH:24]=[CH:23][CH:22]=[C:21]([OH:25])[CH:20]=3)[CH:15]=2)[N:10]=1)(=[O:8])[O:5][CH2:6][CH3:7])[CH3:2]. The catalyst class is: 123. (3) Reactant: Br[C:2]1[C:10]2[C:5](=[N:6][CH:7]=[C:8]([C:11]([F:14])([F:13])[F:12])[CH:9]=2)[N:4]([S:15]([C:18]2[CH:24]=[CH:23][C:21]([CH3:22])=[CH:20][CH:19]=2)(=[O:17])=[O:16])[CH:3]=1.[B:25]1([B:25]2[O:29][C:28]([CH3:31])([CH3:30])[C:27]([CH3:33])([CH3:32])[O:26]2)[O:29][C:28]([CH3:31])([CH3:30])[C:27]([CH3:33])([CH3:32])[O:26]1.C([O-])(=O)C.[K+]. Product: [F:12][C:11]([F:14])([F:13])[C:8]1[CH:9]=[C:10]2[C:2]([B:25]3[O:29][C:28]([CH3:31])([CH3:30])[C:27]([CH3:33])([CH3:32])[O:26]3)=[CH:3][N:4]([S:15]([C:18]3[CH:24]=[CH:23][C:21]([CH3:22])=[CH:20][CH:19]=3)(=[O:17])=[O:16])[C:5]2=[N:6][CH:7]=1. The catalyst class is: 12.